Dataset: Full USPTO retrosynthesis dataset with 1.9M reactions from patents (1976-2016). Task: Predict the reactants needed to synthesize the given product. Given the product [F:18][C:19]1[CH:27]=[CH:26][CH:25]=[C:24]([F:28])[C:20]=1[C:21]([NH:17][C:14]1[CH:13]=[N:12][C:11]([C:10]2[C:2]([Cl:1])=[CH:3][C:4]3[O:5][CH2:6][CH2:7][C:8]=3[CH:9]=2)=[CH:16][N:15]=1)=[O:22], predict the reactants needed to synthesize it. The reactants are: [Cl:1][C:2]1[C:10]([C:11]2[N:12]=[CH:13][C:14]([NH2:17])=[N:15][CH:16]=2)=[CH:9][C:8]2[CH2:7][CH2:6][O:5][C:4]=2[CH:3]=1.[F:18][C:19]1[CH:27]=[CH:26][CH:25]=[C:24]([F:28])[C:20]=1[C:21](Cl)=[O:22].CCN(C(C)C)C(C)C.C([O-])(O)=O.[Na+].C(Cl)Cl.